This data is from Peptide-MHC class I binding affinity with 185,985 pairs from IEDB/IMGT. The task is: Regression. Given a peptide amino acid sequence and an MHC pseudo amino acid sequence, predict their binding affinity value. This is MHC class I binding data. (1) The peptide sequence is RVMPVFAFK. The MHC is HLA-A31:01 with pseudo-sequence HLA-A31:01. The binding affinity (normalized) is 1.00. (2) The peptide sequence is FWMCSNGSL. The MHC is HLA-A23:01 with pseudo-sequence HLA-A23:01. The binding affinity (normalized) is 0.153.